Dataset: Forward reaction prediction with 1.9M reactions from USPTO patents (1976-2016). Task: Predict the product of the given reaction. (1) The product is: [CH3:11][O:12][CH2:13][CH2:14][N:15]([CH2:16][CH2:17][O:18][CH3:19])[C:2]1[CH:7]=[CH:6][C:5]([N+:8]([O-:10])=[O:9])=[CH:4][CH:3]=1. Given the reactants F[C:2]1[CH:7]=[CH:6][C:5]([N+:8]([O-:10])=[O:9])=[CH:4][CH:3]=1.[CH3:11][O:12][CH2:13][CH2:14][NH:15][CH2:16][CH2:17][O:18][CH3:19].C(=O)([O-])[O-].[K+].[K+].O, predict the reaction product. (2) Given the reactants [NH:1]1[C:5]([C:6]2[CH:11]=[CH:10][CH:9]=[CH:8][C:7]=2[C:12]2[CH:17]=[CH:16][C:15]([CH2:18][OH:19])=[CH:14][CH:13]=2)=[N:4][N:3]=[N:2]1.C(N(CC)CC)C.Cl, predict the reaction product. The product is: [NH:4]1[C:5]([C:6]2[CH:11]=[CH:10][CH:9]=[CH:8][C:7]=2[C:12]2[CH:17]=[CH:16][C:15]([CH:18]=[O:19])=[CH:14][CH:13]=2)=[N:1][N:2]=[N:3]1. (3) Given the reactants [OH-].[Na+].O1CCOCC1.[Cl:9][C:10]1[CH:11]=[C:12]2[C:16](=[CH:17][CH:18]=1)[N:15](S(C1C=CC=CC=1)(=O)=O)[C:14]([S:28]([N:31]1[CH2:36][CH2:35][NH:34][CH:33]([CH2:37][CH3:38])[CH2:32]1)(=[O:30])=[O:29])=[CH:13]2.[Cl-].[NH4+], predict the reaction product. The product is: [Cl:9][C:10]1[CH:11]=[C:12]2[C:16](=[CH:17][CH:18]=1)[NH:15][C:14]([S:28]([N:31]1[CH2:36][CH2:35][NH:34][CH:33]([CH2:37][CH3:38])[CH2:32]1)(=[O:30])=[O:29])=[CH:13]2. (4) Given the reactants [Br:1][C:2]1[N:3]=[C:4]([CH:10]2[CH2:15][CH2:14][N:13]([C:16]([O:18][C:19]([CH3:22])([CH3:21])[CH3:20])=[O:17])[CH2:12][CH2:11]2)[N:5]([CH2:7][CH2:8][OH:9])[CH:6]=1.CCN(CC)CC.[S:30](Cl)([CH3:33])(=[O:32])=[O:31], predict the reaction product. The product is: [Br:1][C:2]1[N:3]=[C:4]([CH:10]2[CH2:15][CH2:14][N:13]([C:16]([O:18][C:19]([CH3:22])([CH3:21])[CH3:20])=[O:17])[CH2:12][CH2:11]2)[N:5]([CH2:7][CH2:8][O:9][S:30]([CH3:33])(=[O:32])=[O:31])[CH:6]=1. (5) Given the reactants I[C:2]1[CH:7]=[CH:6][CH:5]=[CH:4][C:3]=1/[CH:8]=[CH:9]/[C:10]([N:12]1[CH2:17][CH2:16][CH2:15][CH2:14][CH2:13]1)=[O:11].[NH2:18][CH2:19][C:20]1[CH:35]=[CH:34][C:23]([C:24]([NH:26][C:27]2[CH:32]=[CH:31][CH:30]=[CH:29][C:28]=2[NH2:33])=[O:25])=[CH:22][CH:21]=1.C([O-])([O-])=O.[K+].[K+].[CH2:42]=[C:43]=[CH2:44], predict the reaction product. The product is: [NH2:33][C:28]1[CH:29]=[CH:30][CH:31]=[CH:32][C:27]=1[NH:26][C:24](=[O:25])[C:23]1[CH:22]=[CH:21][C:20]([CH2:19][N:18]2[CH2:44][C:43](=[CH2:42])[C:2]3[C:3](=[CH:4][CH:5]=[CH:6][CH:7]=3)[CH:8]2[CH2:9][C:10](=[O:11])[N:12]2[CH2:17][CH2:16][CH2:15][CH2:14][CH2:13]2)=[CH:35][CH:34]=1. (6) Given the reactants [Br:1][C:2]1[CH:3]=[C:4]2[C:8](=[CH:9][CH:10]=1)[N:7]([CH:11]1[CH2:16][CH2:15][CH2:14][CH2:13][O:12]1)[N:6]=[C:5]2[C:17]([O:19]C)=[O:18].O[Li].O.Cl, predict the reaction product. The product is: [Br:1][C:2]1[CH:3]=[C:4]2[C:8](=[CH:9][CH:10]=1)[N:7]([CH:11]1[CH2:16][CH2:15][CH2:14][CH2:13][O:12]1)[N:6]=[C:5]2[C:17]([OH:19])=[O:18]. (7) Given the reactants [CH3:1][O:2][CH:3]([C:6]1[CH:7]=[C:8]2[C:13](=[CH:14][C:15]=1[C:16]([F:19])([F:18])[F:17])[NH:12][C:11](=[O:20])[N:10]([NH:21][S:22]([CH3:25])(=[O:24])=[O:23])[C:9]2=[O:26])[CH2:4][CH3:5].Cl[C:28]([O:30][CH2:31][CH:32]([CH3:34])[CH3:33])=[O:29], predict the reaction product. The product is: [CH2:31]([O:30][C:28](=[O:29])[N:21]([S:22]([CH3:25])(=[O:23])=[O:24])[N:10]1[C:9](=[O:26])[C:8]2[C:13](=[CH:14][C:15]([C:16]([F:18])([F:17])[F:19])=[C:6]([CH:3]([O:2][CH3:1])[CH2:4][CH3:5])[CH:7]=2)[NH:12][C:11]1=[O:20])[CH:32]([CH3:34])[CH3:33].